Dataset: Orexin1 receptor HTS with 218,158 compounds and 233 confirmed actives. Task: Binary Classification. Given a drug SMILES string, predict its activity (active/inactive) in a high-throughput screening assay against a specified biological target. (1) The drug is O(C(=O)CC(NCc1cc(OCC)c(OC)cc1)c1ccc(cc1)C)CC. The result is 0 (inactive). (2) The molecule is O=C(NC1CCCCC1)C(N(c1cccnc1)C(=O)c1ncccc1)c1ccc(OCC)cc1. The result is 0 (inactive).